This data is from Forward reaction prediction with 1.9M reactions from USPTO patents (1976-2016). The task is: Predict the product of the given reaction. (1) Given the reactants [C:1]([C:3]1[CH:4]=[C:5]([C:10]([O:12][C:13]([CH3:16])([CH3:15])[CH3:14])=[O:11])[S:6][C:7]=1SC)#[N:2].O[O:18][S:19]([O-:21])=O.[K+].[CH3:23]N(C)C=O, predict the reaction product. The product is: [C:1]([C:3]1[CH:4]=[C:5]([C:10]([O:12][C:13]([CH3:14])([CH3:16])[CH3:15])=[O:11])[S:6][C:7]=1[S:19]([CH3:23])(=[O:21])=[O:18])#[N:2]. (2) Given the reactants [CH3:1][NH:2][CH2:3][C:4]1[CH:9]=[CH:8][CH:7]=[CH:6][N:5]=1.FC(F)(F)S(O[C:16]1[C:17]2[CH2:37][N:36]([C:38](=[O:40])[CH3:39])[CH2:35][CH2:34][C:18]=2[N:19]=[C:20]([NH:22][C:23]2[CH:28]=[CH:27][C:26]([C:29]3[O:33][CH:32]=[N:31][CH:30]=3)=[CH:25][CH:24]=2)[N:21]=1)(=O)=O.S(C1C=CC(C)=CC=1)([O-])(=O)=O, predict the reaction product. The product is: [CH3:1][N:2]([CH2:3][C:4]1[CH:9]=[CH:8][CH:7]=[CH:6][N:5]=1)[C:16]1[C:17]2[CH2:37][N:36]([C:38](=[O:40])[CH3:39])[CH2:35][CH2:34][C:18]=2[N:19]=[C:20]([NH:22][C:23]2[CH:24]=[CH:25][C:26]([C:29]3[O:33][CH:32]=[N:31][CH:30]=3)=[CH:27][CH:28]=2)[N:21]=1. (3) The product is: [Br:8][C:9]1[CH:10]=[C:11]([CH:32]=[CH:33][CH:34]=1)[NH:12][C:13]1[C:22]2[C:17](=[CH:18][C:19]([O:31][CH2:38][CH2:37][O:36][CH3:35])=[CH:20][C:21]=2[O:23][CH:24]2[CH2:29][CH2:28][N:27]([CH3:30])[CH2:26][CH2:25]2)[N:16]=[CH:15][N:14]=1. Given the reactants FC(F)(F)C(O)=O.[Br:8][C:9]1[CH:10]=[C:11]([CH:32]=[CH:33][CH:34]=1)[NH:12][C:13]1[C:22]2[C:17](=[CH:18][C:19]([OH:31])=[CH:20][C:21]=2[O:23][CH:24]2[CH2:29][CH2:28][N:27]([CH3:30])[CH2:26][CH2:25]2)[N:16]=[CH:15][N:14]=1.[CH3:35][O:36][CH2:37][CH2:38]Br, predict the reaction product. (4) Given the reactants ClC1N=NC(NS(CC2C=C(C#N)C=CC=2Cl)(=O)=O)=C(O)C=1.[Cl:23][C:24]1[CH:25]=[C:26]([S:33]([NH:36][C:37]2[C:42]([O:43]C)=[CH:41][C:40]([Cl:45])=[CH:39][N:38]=2)(=[O:35])=[O:34])[CH:27]=[N:28][C:29]=1[N:30]([CH3:32])[CH3:31].ClC1N=NC(NS(CC2C=C(C#N)C=CC=2Cl)(=O)=O)=C(OC)C=1, predict the reaction product. The product is: [Cl:23][C:24]1[CH:25]=[C:26]([S:33]([NH:36][C:37]2[C:42]([OH:43])=[CH:41][C:40]([Cl:45])=[CH:39][N:38]=2)(=[O:34])=[O:35])[CH:27]=[N:28][C:29]=1[N:30]([CH3:32])[CH3:31]. (5) Given the reactants FC(F)(F)C(O)=O.[S:8]1[C:12]2[CH:13]=[CH:14][CH:15]=[CH:16][C:11]=2[N:10]=[C:9]1[S:17]([N:20]1[CH2:25][CH2:24][NH:23][CH2:22][C:21]1=[O:26])(=[O:19])=[O:18].[CH2:27]([O:34][C:35]([NH:37][C:38]1[CH:43]=[CH:42][N:41]([CH2:44][C:45](O)=[O:46])[C:40](=[O:48])[N:39]=1)=[O:36])[C:28]1[CH:33]=[CH:32][CH:31]=[CH:30][CH:29]=1, predict the reaction product. The product is: [S:8]1[C:12]2[CH:13]=[CH:14][CH:15]=[CH:16][C:11]=2[N:10]=[C:9]1[S:17]([N:20]1[CH2:25][CH2:24][N:23]([C:45](=[O:46])[CH2:44][N:41]2[CH:42]=[CH:43][C:38]([NH:37][C:35]([O:34][CH2:27][C:28]3[CH:29]=[CH:30][CH:31]=[CH:32][CH:33]=3)=[O:36])=[N:39][C:40]2=[O:48])[CH2:22][C:21]1=[O:26])(=[O:19])=[O:18]. (6) Given the reactants [OH-].[Na+].[O:3]=[C:4]1[CH:9]=[C:8]([C:10]2[CH:15]=[CH:14][CH:13]=[CH:12][CH:11]=2)[O:7][C:6]2[C:16]([C:19]([O:21]C)=[O:20])=[CH:17][S:18][C:5]1=2, predict the reaction product. The product is: [O:3]=[C:4]1[CH:9]=[C:8]([C:10]2[CH:11]=[CH:12][CH:13]=[CH:14][CH:15]=2)[O:7][C:6]2[C:16]([C:19]([OH:21])=[O:20])=[CH:17][S:18][C:5]1=2. (7) Given the reactants [Br:1][C:2]1[CH:3]=[C:4]2[C:10]([CH3:12])([CH3:11])[C:9](=O)[NH:8][C:5]2=[N:6][CH:7]=1, predict the reaction product. The product is: [Br:1][C:2]1[CH:3]=[C:4]2[C:10]([CH3:12])([CH3:11])[CH2:9][NH:8][C:5]2=[N:6][CH:7]=1.